This data is from Forward reaction prediction with 1.9M reactions from USPTO patents (1976-2016). The task is: Predict the product of the given reaction. Given the reactants [N:1]1([CH2:10][C:11]([O:13]C)=O)[C:9]2[C:4](=[CH:5][CH:6]=[CH:7][CH:8]=2)[CH:3]=[N:2]1.[NH3:15], predict the reaction product. The product is: [N:1]1([CH2:10][C:11]([NH2:15])=[O:13])[C:9]2[C:4](=[CH:5][CH:6]=[CH:7][CH:8]=2)[CH:3]=[N:2]1.